This data is from Reaction yield outcomes from USPTO patents with 853,638 reactions. The task is: Predict the reaction yield, written as a fraction of the theoretical maximum amount of product (1.0 means a 100% yield; for example, 0.34 means a 34% yield). (1) The reactants are [Br:1][C:2]1[C:7](=O)[C:6]([Br:9])=[CH:5][NH:4][CH:3]=1.O=P(Cl)(Cl)[Cl:12].C(=O)([O-])O.[Na+]. No catalyst specified. The product is [Br:1][C:2]1[CH:3]=[N:4][CH:5]=[C:6]([Br:9])[C:7]=1[Cl:12]. The yield is 1.00. (2) The reactants are Br[C:2]1[CH:3]=[CH:4][C:5]2[O:14][CH2:13][CH2:12][C:11]3[S:10][C:9]([C:15]4[N:16]([CH:20]([CH3:22])[CH3:21])[N:17]=[CH:18][N:19]=4)=[N:8][C:7]=3[C:6]=2[CH:23]=1.[C:24]1([S:30]([N:33]2[CH:37]=[C:36](B3OC(C)(C)C(C)(C)O3)[CH:35]=[N:34]2)(=[O:32])=[O:31])[CH:29]=[CH:28][CH:27]=[CH:26][CH:25]=1. No catalyst specified. The product is [C:24]1([S:30]([N:33]2[CH:37]=[C:36]([C:2]3[CH:3]=[CH:4][C:5]4[O:14][CH2:13][CH2:12][C:11]5[S:10][C:9]([C:15]6[N:16]([CH:20]([CH3:22])[CH3:21])[N:17]=[CH:18][N:19]=6)=[N:8][C:7]=5[C:6]=4[CH:23]=3)[CH:35]=[N:34]2)(=[O:32])=[O:31])[CH:25]=[CH:26][CH:27]=[CH:28][CH:29]=1. The yield is 0.390. (3) The reactants are P(Cl)(Cl)(Cl)(Cl)Cl.[CH3:7][N:8]1[CH2:13]N(C)CN(C)[CH2:9]1.[F:16][C:17]1[CH:40]=[CH:39][CH:38]=[C:37]([F:41])[C:18]=1[C:19]([NH:21][C:22]([NH:24][C:25]1[CH:30]=[CH:29][C:28]([S:31][C:32]([F:35])([F:34])[F:33])=[CH:27][C:26]=1[F:36])=[O:23])=[O:20].C(N(CC)CC)C.[OH-].[Na+]. The catalyst is ClCCl. The product is [F:16][C:17]1[CH:40]=[CH:39][CH:38]=[C:37]([F:41])[C:18]=1[C:19]([N:21]1[CH2:9][N:8]([CH3:13])[CH2:7][N:24]([C:25]2[CH:30]=[CH:29][C:28]([S:31][C:32]([F:34])([F:33])[F:35])=[CH:27][C:26]=2[F:36])[C:22]1=[O:23])=[O:20]. The yield is 0.240. (4) The reactants are C(OC[O:5][C:6]1[C:44]([CH:45]([CH3:47])[CH3:46])=[CH:43][CH:42]=[CH:41][C:7]=1[CH2:8][Si:9]([CH2:26][C:27]1[CH:32]=[CH:31][CH:30]=[C:29]([CH:33]([CH3:35])[CH3:34])[C:28]=1[O:36]COCC)([CH2:11][C:12]1[CH:17]=[CH:16][CH:15]=[C:14]([CH:18]([CH3:20])[CH3:19])[C:13]=1[O:21]COCC)[CH3:10])C.C1(C)C=CC(S([O-])(=O)=O)=CC=1.[NH+]1C=CC=CC=1. The catalyst is C(O)(C)C. The product is [OH:36][C:28]1[C:29]([CH:33]([CH3:35])[CH3:34])=[CH:30][CH:31]=[CH:32][C:27]=1[CH2:26][Si:9]([CH2:8][C:7]1[CH:41]=[CH:42][CH:43]=[C:44]([CH:45]([CH3:46])[CH3:47])[C:6]=1[OH:5])([CH2:11][C:12]1[CH:17]=[CH:16][CH:15]=[C:14]([CH:18]([CH3:20])[CH3:19])[C:13]=1[OH:21])[CH3:10]. The yield is 0.630. (5) The reactants are [NH2:1][C:2]1[N:7]=[CH:6][N:5]=[C:4]2[N:8]([CH:30]3[CH2:35][CH2:34][CH2:33][N:32]([C:36](=[O:40])[CH2:37][C:38]#[N:39])[CH2:31]3)[N:9]=[C:10]([C:11]3[CH:16]=[CH:15][C:14]([NH:17][C:18](=[O:29])[C:19]4[CH:24]=[CH:23][C:22]([C:25]([F:28])([F:27])[F:26])=[CH:21][CH:20]=4)=[CH:13][CH:12]=3)[C:3]=12.[CH3:41][C:42]([CH3:46])([CH3:45])[CH:43]=O.N1CCCCC1. The catalyst is CO. The product is [NH2:1][C:2]1[N:7]=[CH:6][N:5]=[C:4]2[N:8]([CH:30]3[CH2:35][CH2:34][CH2:33][N:32]([C:36](=[O:40])[C:37]([C:38]#[N:39])=[CH:41][C:42]([CH3:46])([CH3:45])[CH3:43])[CH2:31]3)[N:9]=[C:10]([C:11]3[CH:12]=[CH:13][C:14]([NH:17][C:18](=[O:29])[C:19]4[CH:20]=[CH:21][C:22]([C:25]([F:28])([F:27])[F:26])=[CH:23][CH:24]=4)=[CH:15][CH:16]=3)[C:3]=12. The yield is 0.270. (6) The yield is 0.650. The catalyst is C(Cl)(Cl)Cl.O. The reactants are [OH:1][CH2:2][CH:3]1[CH2:8][CH2:7][CH:6]([C:9]([OH:11])=O)[CH2:5][CH2:4]1.Cl.[CH3:13][NH:14][O:15][CH3:16].Cl.CN(C)CCCN=C=NCC.ON1C2C=CC=CC=2N=N1.C(N(CC)C(C)C)(C)C.N1C=CN=C1.[C:53]([Si:57](Cl)([CH3:59])[CH3:58])([CH3:56])([CH3:55])[CH3:54]. The product is [Si:57]([O:1][CH2:2][CH:3]1[CH2:4][CH2:5][CH:6]([C:9]([N:14]([O:15][CH3:16])[CH3:13])=[O:11])[CH2:7][CH2:8]1)([C:53]([CH3:56])([CH3:55])[CH3:54])([CH3:59])[CH3:58]. (7) The reactants are Br[C:2]1[CH:3]=[N:4][CH:5]=[C:6]([C:8]2[CH:13]=[CH:12][C:11]([CH:14]([CH3:16])[CH3:15])=[CH:10][CH:9]=2)[CH:7]=1.[C:17]([C:22]1[CH:23]=[C:24](B(O)O)[CH:25]=[CH:26][CH:27]=1)([O:19][CH2:20][CH3:21])=[O:18].C(=O)([O-])[O-].[Na+].[Na+]. No catalyst specified. The product is [CH:14]([C:11]1[CH:12]=[CH:13][C:8]([C:6]2[CH:7]=[C:2]([C:26]3[CH:27]=[C:22]([CH:23]=[CH:24][CH:25]=3)[C:17]([O:19][CH2:20][CH3:21])=[O:18])[CH:3]=[N:4][CH:5]=2)=[CH:9][CH:10]=1)([CH3:16])[CH3:15]. The yield is 0.790.